Dataset: Peptide-MHC class II binding affinity with 134,281 pairs from IEDB. Task: Regression. Given a peptide amino acid sequence and an MHC pseudo amino acid sequence, predict their binding affinity value. This is MHC class II binding data. (1) The peptide sequence is EKKYFAATQFEWLAA. The MHC is HLA-DPA10103-DPB10601 with pseudo-sequence HLA-DPA10103-DPB10601. The binding affinity (normalized) is 0.801. (2) The peptide sequence is GELGIVDKIDAAFKI. The MHC is DRB1_0101 with pseudo-sequence DRB1_0101. The binding affinity (normalized) is 0.549. (3) The peptide sequence is LFKEKEVKKEIKDPL. The MHC is DRB1_0301 with pseudo-sequence DRB1_0301. The binding affinity (normalized) is 0.328. (4) The peptide sequence is LLNRNNSFKPFAEYK. The MHC is DRB1_0101 with pseudo-sequence DRB1_0101. The binding affinity (normalized) is 0.